This data is from Full USPTO retrosynthesis dataset with 1.9M reactions from patents (1976-2016). The task is: Predict the reactants needed to synthesize the given product. (1) Given the product [Br:1][C:2]1[CH:3]=[CH:4][C:5]([O:25][CH3:26])=[C:6]([CH:24]=1)[CH2:7][N:8]([C:33]([C:32]1[S:31][C:30]2[C:36]([F:41])=[CH:37][CH:38]=[C:39]([F:40])[C:29]=2[C:28]=1[Cl:27])=[O:34])[CH:9]1[CH2:10][CH2:11][CH:12]([N:15]([CH3:23])[C:16](=[O:22])[O:17][C:18]([CH3:20])([CH3:21])[CH3:19])[CH2:13][CH2:14]1, predict the reactants needed to synthesize it. The reactants are: [Br:1][C:2]1[CH:3]=[CH:4][C:5]([O:25][CH3:26])=[C:6]([CH:24]=1)[CH2:7][NH:8][CH:9]1[CH2:14][CH2:13][CH:12]([N:15]([CH3:23])[C:16](=[O:22])[O:17][C:18]([CH3:21])([CH3:20])[CH3:19])[CH2:11][CH2:10]1.[Cl:27][C:28]1[C:29]2[C:39]([F:40])=[CH:38][CH:37]=[C:36]([F:41])[C:30]=2[S:31][C:32]=1[C:33](Cl)=[O:34]. (2) Given the product [CH3:17][C:18]1[N:10]([C:11]2[CH:12]=[CH:13][CH:14]=[CH:15][CH:16]=2)[C:8](=[O:9])[C:7]2[C:2]([N:1]=1)=[N:3][CH:4]=[N:5][CH:6]=2, predict the reactants needed to synthesize it. The reactants are: [NH2:1][C:2]1[C:7]([C:8]([NH:10][C:11]2[CH:16]=[CH:15][CH:14]=[CH:13][CH:12]=2)=[O:9])=[CH:6][N:5]=[CH:4][N:3]=1.[C:17](OC(=O)C)(=O)[CH3:18]. (3) The reactants are: [CH:1]([N:4]1[CH2:9][CH2:8][NH:7][CH2:6][CH2:5]1)([CH3:3])[CH3:2].[Al](C)(C)C.[Cl:14][C:15]1[CH:20]=[CH:19][CH:18]=[CH:17][C:16]=1[C:21]1[C:26]2[CH2:27][O:28][C:29](=[O:39])[N:30]([C:31]3[C:36]([Cl:37])=[CH:35][CH:34]=[CH:33][C:32]=3[Cl:38])[C:25]=2[CH:24]=[C:23]([C:40](OC)=[O:41])[CH:22]=1.[Al]. Given the product [Cl:14][C:15]1[CH:20]=[CH:19][CH:18]=[CH:17][C:16]=1[C:21]1[C:26]2[CH2:27][O:28][C:29](=[O:39])[N:30]([C:31]3[C:36]([Cl:37])=[CH:35][CH:34]=[CH:33][C:32]=3[Cl:38])[C:25]=2[CH:24]=[C:23]([C:40]([N:7]2[CH2:8][CH2:9][N:4]([CH:1]([CH3:3])[CH3:2])[CH2:5][CH2:6]2)=[O:41])[CH:22]=1, predict the reactants needed to synthesize it. (4) Given the product [O:37]=[C:31]1[CH:30]([N:23]2[C:22](=[O:38])[C:21]3[C:25](=[CH:26][CH:27]=[CH:28][C:20]=3[NH:19][C:5](=[O:7])[CH2:4][O:3][CH2:1][CH3:2])[C:24]2=[O:29])[CH2:35][CH2:34][C:33](=[O:36])[NH:32]1, predict the reactants needed to synthesize it. The reactants are: [CH2:1]([O:3][CH2:4][C:5]([OH:7])=O)[CH3:2].C(Cl)(=O)C(Cl)=O.CN(C=O)C.[NH2:19][C:20]1[CH:28]=[CH:27][CH:26]=[C:25]2[C:21]=1[C:22](=[O:38])[N:23]([CH:30]1[CH2:35][CH2:34][C:33](=[O:36])[NH:32][C:31]1=[O:37])[C:24]2=[O:29]. (5) Given the product [CH3:6][N:7]([CH3:13])[C:8](=[N:9][CH3:14])[N:10]([CH3:12])[CH3:11], predict the reactants needed to synthesize it. The reactants are: S(F)(F)(=O)=O.[CH3:6][N:7]([CH3:13])[C:8]([N:10]([CH3:12])[CH3:11])=[NH:9].[CH3:14]N(C)C=O.